Binary Classification. Given two protein amino acid sequences, predict whether they physically interact or not. From a dataset of Human Reference Interactome with 51,813 positive PPI pairs across 8,248 proteins, plus equal number of experimentally-validated negative pairs. (1) Protein 1 (ENSG00000166313) has sequence MSVPSSLSQSAINANSHGGPALSLPLPLHAAHNQLLNAKLQATAVGPKDLRSAMGEGGGPEPGPANAKWLKEGQNQLRRAATAHRDQNRNVTLTLAEEASQEPEMAPLGPKGLIHLYSELELSAHNAANRGLRGPGLIISTQEQGPDEGEEKAAGEAEEEEEDDDDEEEEEDLSSPPGLPEPLESVEAPPRPQALTDGPREHSKSASLLFGMRNSAASDEDSSWATLSQGSPSYGSPEDTDSFWNPNAFETDSDLPAGWMRVQDTSGTYYWHIPTGTTQWEPPGRASPSQGSSPQEESQL.... Protein 2 (ENSG00000248099) has sequence MDPRLPAWALVLLGPALVFALGPAPTPEMREKLCGHHFVRALVRVCGGPRWSTEARRPATGGDRELLQWLERRHLLHGLVADSNLTLGPGLQPLPQTSHHHRHHRAAATNPARYCCLSGCTQQDLLTLCPY*MDPRLPAWALVLLGPALVFALGPAPTPEMREKLCGHHFVRALVRVCGGPRWSTEARRPATGGDQRESHSVSQAGLKLLSSSNPPTLTFQSVGISDVSCYSGWRDDICSMGWWPTVISRWDLACSPCPRPLTITATTVQLPPTLHATAASVAVPNKTC*XDPRLPAWAL.... Result: 0 (the proteins do not interact). (2) Protein 1 (ENSG00000108433) has sequence MDPLFQQTHKQVHEIQSCMGRLETADKQSVHIVENEIQASIDQIFSRLERLEILSSKEPPNKRQNARLRVDQLKYDVQHLQTALRNFQHRRHAREQQERQREELLSRTFTTNDSDTTIPMDESLQFNSSLQKVHNGMDDLILDGHNILDGLRTQRLTLKGTQKKILDIANMLGLSNTVMRLIEKRAFQDKYFMIGTQGSCQTAHFGGRSAGSS*MDPLFQQTHKQVHEIQSCMGRLETADKQSVHIENEIQASIDQIFSRLERLEILSSKEPPNKRQNARLRVDQLKYDVQHLQTALRNF.... Protein 2 (ENSG00000126950) has sequence MASPRTVTIVALSVALGLFFVFMGTIKLTPRLSKDAYSEMKRAYKSYVRALPLLKKMGINSILLRKSIGALEVACGIVMTLVPGRPKDVANFFLLLLVLAVLFFHQLVGDPLKRYAHALVFGILLTCRLLIARKPEDRSSEKKPLPGNAEEQPSLYEKAPQGKVKVS*. Result: 1 (the proteins interact).